This data is from Peptide-MHC class I binding affinity with 185,985 pairs from IEDB/IMGT. The task is: Regression. Given a peptide amino acid sequence and an MHC pseudo amino acid sequence, predict their binding affinity value. This is MHC class I binding data. (1) The peptide sequence is FTQHLLNIR. The binding affinity (normalized) is 0. The MHC is HLA-A03:01 with pseudo-sequence HLA-A03:01. (2) The peptide sequence is RNQPAATAL. The MHC is HLA-B08:02 with pseudo-sequence HLA-B08:02. The binding affinity (normalized) is 0.0847.